From a dataset of Aqueous solubility values for 9,982 compounds from the AqSolDB database. Regression/Classification. Given a drug SMILES string, predict its absorption, distribution, metabolism, or excretion properties. Task type varies by dataset: regression for continuous measurements (e.g., permeability, clearance, half-life) or binary classification for categorical outcomes (e.g., BBB penetration, CYP inhibition). For this dataset (solubility_aqsoldb), we predict Y. The molecule is COC(=O)CCN(CCC(=O)OC)c1ccc(N=Nc2ccc([N+](=O)[O-])cc2[N+](=O)[O-])c(NC(C)=O)c1. The Y is -7.33 log mol/L.